Predict which catalyst facilitates the given reaction. From a dataset of Catalyst prediction with 721,799 reactions and 888 catalyst types from USPTO. (1) Reactant: [N:1]1([CH2:7][CH2:8][N:9]2[CH2:14][CH2:13][N:12]([C:15]3[C:16]([N+:22]([O-])=O)=[C:17]([CH:19]=[CH:20][CH:21]=3)[NH2:18])[CH2:11][CH2:10]2)[CH2:6][CH2:5][O:4][CH2:3][CH2:2]1. Product: [N:1]1([CH2:7][CH2:8][N:9]2[CH2:14][CH2:13][N:12]([C:15]3[CH:21]=[CH:20][CH:19]=[C:17]([NH2:18])[C:16]=3[NH2:22])[CH2:11][CH2:10]2)[CH2:6][CH2:5][O:4][CH2:3][CH2:2]1. The catalyst class is: 29. (2) Reactant: [NH2:1][C:2]1[N:3]=[C:4]([C:20]2[CH:21]=[C:22]([O:26][CH2:27][CH:28]3[CH2:30][N@@:29]3C(OC(C)(C)C)=O)[CH:23]=[N:24][CH:25]=2)[CH:5]=[C:6]2[C:11]=1[CH:10]=[N:9][C:8]1[CH:12]=[C:13]([O:18][CH3:19])[C:14]([O:16][CH3:17])=[CH:15][C:7]2=1.[SH:38][C:39]1[CH:44]=[CH:43][CH:42]=[CH:41][N:40]=1.C(=O)([O-])[O-].[Cs+].[Cs+]. Product: [NH2:29][C@@H:28]([CH2:30][S:38][C:39]1[CH:44]=[CH:43][CH:42]=[CH:41][N:40]=1)[CH2:27][O:26][C:22]1[CH:21]=[C:20]([C:4]2[CH:5]=[C:6]3[C:11](=[C:2]([NH2:1])[N:3]=2)[CH:10]=[N:9][C:8]2[CH:12]=[C:13]([O:18][CH3:19])[C:14]([O:16][CH3:17])=[CH:15][C:7]3=2)[CH:25]=[N:24][CH:23]=1. The catalyst class is: 3. (3) Reactant: [CH2:1]([O:3][C:4]([C:6]1[NH:7][N:8]=[C:9]([CH2:12][CH2:13][CH3:14])[C:10]=1[Cl:11])=[O:5])[CH3:2].C([O-])([O-])=O.[K+].[K+].Cl[CH2:22][C:23]([N:25]1[CH2:30][CH2:29][N:28]([C:31]2[CH:36]=[CH:35][C:34]([F:37])=[CH:33][CH:32]=2)[CH2:27][CH2:26]1)=[O:24].CN(C=O)C. Product: [CH2:1]([O:3][C:4]([C:6]1[N:7]([CH2:22][C:23]([N:25]2[CH2:26][CH2:27][N:28]([C:31]3[CH:36]=[CH:35][C:34]([F:37])=[CH:33][CH:32]=3)[CH2:29][CH2:30]2)=[O:24])[N:8]=[C:9]([CH2:12][CH2:13][CH3:14])[C:10]=1[Cl:11])=[O:5])[CH3:2]. The catalyst class is: 195.